This data is from Reaction yield outcomes from USPTO patents with 853,638 reactions. The task is: Predict the reaction yield, written as a fraction of the theoretical maximum amount of product (1.0 means a 100% yield; for example, 0.34 means a 34% yield). The reactants are [F:1][C:2]1[CH:7]=[CH:6][CH:5]=[C:4]([O:8][C:9]2[CH:14]=[CH:13][C:12](I)=[CH:11][CH:10]=2)[C:3]=1[F:16].[CH3:17][C:18]1([CH3:34])[C:22]([CH3:24])([CH3:23])[O:21][B:20]([B:20]2[O:21][C:22]([CH3:24])([CH3:23])[C:18]([CH3:34])([CH3:17])[O:19]2)[O:19]1.C([O-])(=O)C.[K+]. The catalyst is CN(C)C=O.O.CC([O-])=O.CC([O-])=O.[Pd+2]. The product is [F:16][C:3]1[C:2]([F:1])=[CH:7][CH:6]=[CH:5][C:4]=1[O:8][C:9]1[CH:14]=[CH:13][C:12]([B:20]2[O:21][C:22]([CH3:24])([CH3:23])[C:18]([CH3:34])([CH3:17])[O:19]2)=[CH:11][CH:10]=1. The yield is 0.750.